From a dataset of Forward reaction prediction with 1.9M reactions from USPTO patents (1976-2016). Predict the product of the given reaction. Given the reactants [CH2:1]([O:8][C:9]1[CH:14]=[CH:13][C:12]([NH:15][C:16]([C:18]2[C:19]([C:24]3[CH:29]=[CH:28][C:27]([C:30]([F:33])([F:32])[F:31])=[CH:26][CH:25]=3)=[CH:20][CH:21]=[CH:22][CH:23]=2)=[O:17])=[C:11]([N:34]([C:38](=[O:41])[CH2:39]Cl)[CH:35]([CH3:37])[CH3:36])[CH:10]=1)[C:2]1[CH:7]=[CH:6][CH:5]=[CH:4][CH:3]=1.C(=O)([O-])[O-].[K+].[K+].[I-].[Na+], predict the reaction product. The product is: [CH2:1]([O:8][C:9]1[CH:10]=[C:11]2[C:12]([N:15]([C:16]([C:18]3[C:19]([C:24]4[CH:25]=[CH:26][C:27]([C:30]([F:31])([F:32])[F:33])=[CH:28][CH:29]=4)=[CH:20][CH:21]=[CH:22][CH:23]=3)=[O:17])[CH2:39][C:38](=[O:41])[N:34]2[CH:35]([CH3:36])[CH3:37])=[CH:13][CH:14]=1)[C:2]1[CH:3]=[CH:4][CH:5]=[CH:6][CH:7]=1.